Dataset: Forward reaction prediction with 1.9M reactions from USPTO patents (1976-2016). Task: Predict the product of the given reaction. (1) Given the reactants [C:1]([C:5]1[CH:13]=[CH:12][C:8]([C:9]([NH2:11])=[O:10])=[CH:7][N:6]=1)([CH3:4])([CH3:3])[CH3:2].[C:14]1(=[O:29])[N:18]([CH2:19][CH2:20]C(O)=O)[C:17](=[O:24])[C:16]2=[CH:25][CH:26]=[CH:27][CH:28]=[C:15]12.N, predict the reaction product. The product is: [C:1]([C:5]1[CH:13]=[C:12]([CH2:20][CH2:19][N:18]2[C:17](=[O:24])[C:16]3[C:15](=[CH:28][CH:27]=[CH:26][CH:25]=3)[C:14]2=[O:29])[C:8]([C:9]([NH2:11])=[O:10])=[CH:7][N:6]=1)([CH3:4])([CH3:2])[CH3:3]. (2) Given the reactants [CH2:1]([O:3][C:4]1[C:12]([CH:13]([CH3:15])[CH3:14])=[CH:11][CH:10]=[CH:9][C:5]=1[CH2:6]CN)[CH3:2].[CH:16]([N:19](C(C)C)CC)(C)C.Cl.[O:26]=[C:27]1[NH:36][C:35]2[N:34]=[CH:33][C:32](/[CH:37]=[CH:38]/[C:39]([OH:41])=O)=[CH:31][C:30]=2[CH2:29][CH2:28]1.O.ON1C2C=CC=CC=2N=N1.Cl.CN(C)CCCN=C=NCC, predict the reaction product. The product is: [CH2:1]([O:3][C:4]1[C:12]([CH:13]([CH3:14])[CH3:15])=[CH:11][CH:10]=[CH:9][C:5]=1[CH2:6][N:19]([CH3:16])[C:39](=[O:41])/[CH:38]=[CH:37]/[C:32]1[CH:33]=[N:34][C:35]2[NH:36][C:27](=[O:26])[CH2:28][CH2:29][C:30]=2[CH:31]=1)[CH3:2]. (3) Given the reactants [C:1]1([NH2:8])[C:2]([NH2:7])=[CH:3][CH:4]=[CH:5][CH:6]=1.[Cl:9][C:10]1[CH:18]=[CH:17][C:13]([C:14](O)=O)=[C:12]([O:19][CH3:20])[CH:11]=1, predict the reaction product. The product is: [Cl:9][C:10]1[CH:18]=[CH:17][C:13]([C:14]2[NH:8][C:1]3[CH:6]=[CH:5][CH:4]=[CH:3][C:2]=3[N:7]=2)=[C:12]([O:19][CH3:20])[CH:11]=1. (4) Given the reactants [CH:1]([C:3]1[CH:9]=[CH:8][C:6]([NH2:7])=[CH:5][CH:4]=1)=[CH2:2].[C:10](O[C:10]([O:12][C:13]([CH3:16])([CH3:15])[CH3:14])=[O:11])([O:12][C:13]([CH3:16])([CH3:15])[CH3:14])=[O:11].CO, predict the reaction product. The product is: [CH:1]([C:3]1[CH:9]=[CH:8][C:6]([NH:7][C:10](=[O:11])[O:12][C:13]([CH3:16])([CH3:15])[CH3:14])=[CH:5][CH:4]=1)=[CH2:2]. (5) Given the reactants C[N:2]1[CH2:7][CH2:6][C@@H:5]([CH2:8][CH2:9][CH:10]([OH:23])[C:11]2[C:20]3[C:15](=[CH:16][CH:17]=[C:18]([O:21][CH3:22])[CH:19]=3)[N:14]=[CH:13][CH:12]=2)[C@@H:4]([C:24]([OH:26])=[O:25])[CH2:3]1.CO.[Li+].[OH-], predict the reaction product. The product is: [OH:23][CH:10]([C:11]1[C:20]2[C:15](=[CH:16][CH:17]=[C:18]([O:21][CH3:22])[CH:19]=2)[N:14]=[CH:13][CH:12]=1)[CH2:9][CH2:8][C@@H:5]1[CH2:6][CH2:7][NH:2][CH2:3][C@@H:4]1[C:24]([OH:26])=[O:25]. (6) Given the reactants [OH:1][C:2]1[CH:3]=[CH:4][CH:5]=[C:6]2[C:11]=1[CH2:10][CH:9]([N:12]([CH2:21][C:22]1[CH:31]=[CH:30][C:25]([C:26]([O:28][CH3:29])=[O:27])=[CH:24][CH:23]=1)[CH2:13][CH2:14][CH2:15][CH2:16][C:17]([O:19][CH3:20])=[O:18])[CH2:8][CH2:7]2.[C:32]([C:36]1[CH:43]=[CH:42][C:39]([CH2:40]Br)=[CH:38][CH:37]=1)([CH3:35])([CH3:34])[CH3:33].C(=O)([O-])[O-].[Cs+].[Cs+].O, predict the reaction product. The product is: [C:32]([C:36]1[CH:37]=[CH:38][C:39]([CH2:40][O:1][C:2]2[CH:3]=[CH:4][CH:5]=[C:6]3[C:11]=2[CH2:10][CH:9]([N:12]([CH2:21][C:22]2[CH:31]=[CH:30][C:25]([C:26]([O:28][CH3:29])=[O:27])=[CH:24][CH:23]=2)[CH2:13][CH2:14][CH2:15][CH2:16][C:17]([O:19][CH3:20])=[O:18])[CH2:8][CH2:7]3)=[CH:42][CH:43]=1)([CH3:35])([CH3:33])[CH3:34].